This data is from CYP2C9 inhibition data for predicting drug metabolism from PubChem BioAssay. The task is: Regression/Classification. Given a drug SMILES string, predict its absorption, distribution, metabolism, or excretion properties. Task type varies by dataset: regression for continuous measurements (e.g., permeability, clearance, half-life) or binary classification for categorical outcomes (e.g., BBB penetration, CYP inhibition). Dataset: cyp2c9_veith. (1) The drug is N#CC1=C(SCC(N)=O)NC2=C(C(=O)c3ccccc32)C1c1ccc(Cl)cc1. The result is 1 (inhibitor). (2) The drug is Clc1ccc(-c2ccnc(Oc3cc(Cl)ccc3Cl)n2)cc1. The result is 1 (inhibitor). (3) The result is 0 (non-inhibitor). The compound is O=C(c1cc(C(F)(F)F)cc(C(F)(F)F)c1)N1CCC2(CCCN(c3ccccc3)C2)CC1. (4) The drug is Cc1ccc(N(C)C(=O)Oc2cccc3ccc(C)nc23)cc1. The result is 1 (inhibitor). (5) The drug is COc1cc(/C=C(/C#N)c2nc3ccccc3[nH]2)ccc1OCC(=O)Nc1ccccc1C. The result is 1 (inhibitor).